Predict the reactants needed to synthesize the given product. From a dataset of Full USPTO retrosynthesis dataset with 1.9M reactions from patents (1976-2016). The reactants are: [CH3:1][O:2][C:3]1[C:12]([C:13]2[CH:18]=[CH:17][CH:16]=[CH:15][N:14]=2)=[CH:11][C:10]2[NH:9][C:8](=O)[CH:7]=[N:6][C:5]=2[C:4]=1[C:20]([O:22][CH3:23])=[O:21].P(Cl)(Cl)([Cl:26])=O.C(=O)(O)[O-].[Na+]. Given the product [Cl:26][C:8]1[CH:7]=[N:6][C:5]2[C:4]([C:20]([O:22][CH3:23])=[O:21])=[C:3]([O:2][CH3:1])[C:12]([C:13]3[CH:18]=[CH:17][CH:16]=[CH:15][N:14]=3)=[CH:11][C:10]=2[N:9]=1, predict the reactants needed to synthesize it.